Predict the reaction yield, written as a fraction of the theoretical maximum amount of product (1.0 means a 100% yield; for example, 0.34 means a 34% yield). From a dataset of Reaction yield outcomes from USPTO patents with 853,638 reactions. (1) The reactants are [C:1]([N:9]1[CH2:22][CH2:21][C:20]2[C:19]3[CH:18]=[C:17](Br)[CH:16]=[CH:15][C:14]=3[NH:13][C:12]=2[CH2:11][CH2:10]1)(=[O:8])[C:2]1[CH:7]=[CH:6][CH:5]=[CH:4][CH:3]=1.CO[C:26]1[CH:31]=[CH:30][C:29](B(O)O)=[CH:28][CH:27]=1.CCOC(C)=O.CCCCCCC. The catalyst is C(COC)OC.C(=O)([O-])[O-].[Na+].[Na+].C1C=CC([P]([Pd]([P](C2C=CC=CC=2)(C2C=CC=CC=2)C2C=CC=CC=2)([P](C2C=CC=CC=2)(C2C=CC=CC=2)C2C=CC=CC=2)[P](C2C=CC=CC=2)(C2C=CC=CC=2)C2C=CC=CC=2)(C2C=CC=CC=2)C2C=CC=CC=2)=CC=1. The product is [C:1]([N:9]1[CH2:22][CH2:21][C:20]2[C:19]3[CH:18]=[C:17]([C:26]4[CH:31]=[CH:30][CH:29]=[CH:28][CH:27]=4)[CH:16]=[CH:15][C:14]=3[NH:13][C:12]=2[CH2:11][CH2:10]1)(=[O:8])[C:2]1[CH:7]=[CH:6][CH:5]=[CH:4][CH:3]=1. The yield is 0.370. (2) The reactants are Cl.[Cl:2][C:3]1[CH:4]=[C:5]2[C:9](=[CH:10][CH:11]=1)[NH:8][CH:7]=[C:6]2[CH2:12][CH2:13][NH2:14].[CH:15]1([CH2:21][N:22]2[CH2:26][CH2:25][CH:24]([C:27](O)=[O:28])[C:23]2=[O:30])[CH2:20][CH2:19][CH2:18][CH2:17][CH2:16]1.C1CN([P+](ON2N=NC3C=CC=CC2=3)(N2CCCC2)N2CCCC2)CC1.F[P-](F)(F)(F)(F)F.C(N(CC)C(C)C)(C)C. The catalyst is ClCCl.CN(C=O)C. The product is [Cl:2][C:3]1[CH:4]=[C:5]2[C:9](=[CH:10][CH:11]=1)[NH:8][CH:7]=[C:6]2[CH2:12][CH2:13][NH:14][C:27]([CH:24]1[CH2:25][CH2:26][N:22]([CH2:21][CH:15]2[CH2:16][CH2:17][CH2:18][CH2:19][CH2:20]2)[C:23]1=[O:30])=[O:28]. The yield is 0.380. (3) The reactants are [Br:1][C:2]1[CH:8]=[C:7]([N+:9]([O-:11])=[O:10])[CH:6]=[C:5]([Br:12])[C:3]=1N.OS(O)(=O)=O.N([O-])=O.[Na+]. The catalyst is C(O)C. The product is [Br:1][C:2]1[CH:8]=[C:7]([N+:9]([O-:11])=[O:10])[CH:6]=[C:5]([Br:12])[CH:3]=1. The yield is 0.900.